Task: Predict which catalyst facilitates the given reaction.. Dataset: Catalyst prediction with 721,799 reactions and 888 catalyst types from USPTO (1) Reactant: [CH:1]1([CH2:7][Mg]Br)[CH2:6][CH2:5][CH2:4][CH2:3][CH2:2]1.[O:10]=[C:11]1[CH2:16][CH2:15][N:14]([C:17]2[CH:27]=[CH:26][C:20]([C:21]([O:23][CH2:24][CH3:25])=[O:22])=[CH:19][CH:18]=2)[CH2:13][CH2:12]1. Product: [CH:1]1([CH2:7][C:11]2([OH:10])[CH2:12][CH2:13][N:14]([C:17]3[CH:18]=[CH:19][C:20]([C:21]([O:23][CH2:24][CH3:25])=[O:22])=[CH:26][CH:27]=3)[CH2:15][CH2:16]2)[CH2:6][CH2:5][CH2:4][CH2:3][CH2:2]1. The catalyst class is: 1. (2) Reactant: C([O:3][C:4]([C:6]1[S:7][C:8]2[N:9]=[CH:10][N:11]=[C:12]([SH:15])[C:13]=2[N:14]=1)=[O:5])C.I[CH3:17]. Product: [CH3:17][S:15][C:12]1[C:13]2[N:14]=[C:6]([C:4]([OH:3])=[O:5])[S:7][C:8]=2[N:9]=[CH:10][N:11]=1. The catalyst class is: 74. (3) Reactant: CN(C)C=O.[NH:6]1[C:14]2[C:9](=[CH:10][CH:11]=[CH:12][CH:13]=2)[CH:8]=[C:7]1[C:15]([O:17][CH2:18][CH2:19][CH2:20][CH2:21][C:22]([CH3:26])=[C:23]([F:25])[F:24])=[O:16].[CH2:27](I)[CH3:28].[H-].[Na+]. Product: [CH2:27]([N:6]1[C:14]2[C:9](=[CH:10][CH:11]=[CH:12][CH:13]=2)[CH:8]=[C:7]1[C:15]([O:17][CH2:18][CH2:19][CH2:20][CH2:21][C:22]([CH3:26])=[C:23]([F:24])[F:25])=[O:16])[CH3:28]. The catalyst class is: 6. (4) Reactant: [Cl-].[NH4+].[C-]#N.[K+].[CH3:6][C:7]1[CH:12]=[C:11]([CH3:13])[CH:10]=[CH:9][C:8]=1/[CH:14]=[CH:15]/[C:16](=[O:18])[CH3:17].[CH3:19][N:20](C)C=O. Product: [CH3:6][C:7]1[CH:12]=[C:11]([CH3:13])[CH:10]=[CH:9][C:8]=1[CH:14]([C:19]#[N:20])[CH2:15][C:16](=[O:18])[CH3:17]. The catalyst class is: 6. (5) Reactant: [F:1][C:2]1[CH:7]=[CH:6][C:5]([F:8])=[CH:4][C:3]=1[C@H:9]1[CH2:13][CH2:12][CH2:11][N:10]1[C:14]1[CH:19]=[CH:18][N:17]2[N:20]=[CH:21][C:22]([C:23]([NH:25][NH:26][C:27](C3CCN(C(OC(C)(C)C)=O)CC3)=[O:28])=O)=[C:16]2[N:15]=1.[N:42]1[CH:47]=[CH:46][CH:45]=[CH:44][CH:43]=1.S(OS(C(F)(F)F)(=O)=O)(C(F)(F)F)(=O)=O. Product: [F:1][C:2]1[CH:7]=[CH:6][C:5]([F:8])=[CH:4][C:3]=1[C@H:9]1[CH2:13][CH2:12][CH2:11][N:10]1[C:14]1[CH:19]=[CH:18][N:17]2[N:20]=[CH:21][C:22]([C:23]3[O:28][C:27]([CH:45]4[CH2:46][CH2:47][NH:42][CH2:43][CH2:44]4)=[N:26][N:25]=3)=[C:16]2[N:15]=1. The catalyst class is: 2. (6) Reactant: C([O:8][C:9]1[C:14]([CH2:15][N:16]2[CH2:25][CH2:24][C:23]3[C:18](=[C:19]([CH3:36])[C:20]([O:32][CH:33]([CH3:35])[CH3:34])=[CH:21][C:22]=3[C:26]3[CH:27]=[N:28][N:29]([CH3:31])[CH:30]=3)[C:17]2=[O:37])=[C:13]([CH3:38])[CH:12]=[C:11]([CH3:39])[N:10]=1)C1C=CC=CC=1. Product: [CH3:38][C:13]1[CH:12]=[C:11]([CH3:39])[NH:10][C:9](=[O:8])[C:14]=1[CH2:15][N:16]1[CH2:25][CH2:24][C:23]2[C:18](=[C:19]([CH3:36])[C:20]([O:32][CH:33]([CH3:34])[CH3:35])=[CH:21][C:22]=2[C:26]2[CH:27]=[N:28][N:29]([CH3:31])[CH:30]=2)[C:17]1=[O:37]. The catalyst class is: 19.